From a dataset of Forward reaction prediction with 1.9M reactions from USPTO patents (1976-2016). Predict the product of the given reaction. Given the reactants C(C(CCCC)CO[C:6](=O)[CH2:7][CH2:8][S:9][C:10]1[CH:11]=[C:12]2[C:17](=[CH:18][CH:19]=1)[N:16]1[CH:20]=[CH:21][N:22]=[C:15]1[CH:14]=[CH:13]2)C.FC1[N:34]=[C:33]([C:35]2([C:41]#[N:42])[CH2:40][CH2:39][O:38][CH2:37][CH2:36]2)[CH:32]=CC=1.CC(C)([O-])C.[K+], predict the reaction product. The product is: [CH:20]1[N:16]2[C:17]3[C:12]([CH:13]=[CH:14][C:15]2=[N:22][CH:21]=1)=[CH:11][C:10]([S:9][C:8]1[N:34]=[C:33]([C:35]2([C:41]#[N:42])[CH2:40][CH2:39][O:38][CH2:37][CH2:36]2)[CH:32]=[CH:6][CH:7]=1)=[CH:19][CH:18]=3.